Regression. Given two drug SMILES strings and cell line genomic features, predict the synergy score measuring deviation from expected non-interaction effect. From a dataset of NCI-60 drug combinations with 297,098 pairs across 59 cell lines. (1) Drug 1: CCCS(=O)(=O)NC1=C(C(=C(C=C1)F)C(=O)C2=CNC3=C2C=C(C=N3)C4=CC=C(C=C4)Cl)F. Drug 2: C1=CC=C(C=C1)NC(=O)CCCCCCC(=O)NO. Cell line: PC-3. Synergy scores: CSS=11.8, Synergy_ZIP=-3.69, Synergy_Bliss=-0.888, Synergy_Loewe=-10.5, Synergy_HSA=-2.17. (2) Drug 1: CN(CC1=CN=C2C(=N1)C(=NC(=N2)N)N)C3=CC=C(C=C3)C(=O)NC(CCC(=O)O)C(=O)O. Drug 2: C1=NC2=C(N1)C(=S)N=CN2. Cell line: OVCAR-4. Synergy scores: CSS=65.0, Synergy_ZIP=-1.61, Synergy_Bliss=-2.56, Synergy_Loewe=-4.37, Synergy_HSA=-0.182.